Predict which catalyst facilitates the given reaction. From a dataset of Catalyst prediction with 721,799 reactions and 888 catalyst types from USPTO. (1) Reactant: Cl[C:2]1[S:6][C:5]([C:7]([O:9][CH3:10])=[O:8])=[CH:4][C:3]=1[N+:11]([O-:13])=[O:12].[CH:14]1([NH2:20])[CH2:19][CH2:18][CH2:17][CH2:16][CH2:15]1.O. Product: [CH:14]1([NH:20][C:2]2[S:6][C:5]([C:7]([O:9][CH3:10])=[O:8])=[CH:4][C:3]=2[N+:11]([O-:13])=[O:12])[CH2:19][CH2:18][CH2:17][CH2:16][CH2:15]1. The catalyst class is: 16. (2) Reactant: [Li+].[CH3:2]C([N-]C(C)C)C.CCCCCCC.C1COCC1.C(C1C=CC=CC=1)C.[CH3:29][C:30]1[CH:34]=[CH:33][S:32][C:31]=1[C:35]([OH:37])=[O:36].CI.Cl. Product: [CH3:29][C:30]1[CH:34]=[C:33]([CH3:2])[S:32][C:31]=1[C:35]([OH:37])=[O:36]. The catalyst class is: 1.